The task is: Predict the product of the given reaction.. This data is from Forward reaction prediction with 1.9M reactions from USPTO patents (1976-2016). (1) Given the reactants [CH3:1][C:2]([O:5][C:6]([NH:8][CH:9]([C:15]1[CH:20]=[CH:19][CH:18]=[C:17]([CH3:21])[CH:16]=1)[CH2:10][CH2:11][C:12](O)=[O:13])=[O:7])([CH3:4])[CH3:3].C1C=CC2N(O)N=NC=2C=1.C(Cl)CCl.C[CH2:37][N:38](C(C)C)[CH:39](C)C, predict the reaction product. The product is: [CH3:37][N:38]([CH3:39])[C:12](=[O:13])[CH2:11][CH2:10][CH:9]([NH:8][C:6](=[O:7])[O:5][C:2]([CH3:4])([CH3:3])[CH3:1])[C:15]1[CH:20]=[CH:19][CH:18]=[C:17]([CH3:21])[CH:16]=1. (2) Given the reactants [Cl:1][C:2]1[N:3]=[C:4]([C:15]2[CH:16]=[N:17][CH:18]=[CH:19][CH:20]=2)[S:5][C:6]=1[NH:7][C:8](=[O:14])[CH:9]([CH3:13])[CH2:10][S:11][CH3:12].[C:21](=O)([O-])[O-].[Cs+].[Cs+].IC.O, predict the reaction product. The product is: [Cl:1][C:2]1[N:3]=[C:4]([C:15]2[CH:16]=[N:17][CH:18]=[CH:19][CH:20]=2)[S:5][C:6]=1[N:7]([CH3:21])[C:8](=[O:14])[CH:9]([CH3:13])[CH2:10][S:11][CH3:12].